Regression. Given two drug SMILES strings and cell line genomic features, predict the synergy score measuring deviation from expected non-interaction effect. From a dataset of NCI-60 drug combinations with 297,098 pairs across 59 cell lines. (1) Drug 1: CC(CN1CC(=O)NC(=O)C1)N2CC(=O)NC(=O)C2. Drug 2: COCCOC1=C(C=C2C(=C1)C(=NC=N2)NC3=CC=CC(=C3)C#C)OCCOC.Cl. Cell line: K-562. Synergy scores: CSS=19.6, Synergy_ZIP=2.24, Synergy_Bliss=8.52, Synergy_Loewe=5.64, Synergy_HSA=5.31. (2) Drug 1: CC1=C(C=C(C=C1)NC(=O)C2=CC=C(C=C2)CN3CCN(CC3)C)NC4=NC=CC(=N4)C5=CN=CC=C5. Drug 2: C1=NC(=NC(=O)N1C2C(C(C(O2)CO)O)O)N. Cell line: NCI-H522. Synergy scores: CSS=21.5, Synergy_ZIP=-3.80, Synergy_Bliss=-2.25, Synergy_Loewe=-16.0, Synergy_HSA=-6.31. (3) Drug 1: C1C(C(OC1N2C=C(C(=O)NC2=O)F)CO)O. Drug 2: CCC1(C2=C(COC1=O)C(=O)N3CC4=CC5=C(C=CC(=C5CN(C)C)O)N=C4C3=C2)O.Cl. Cell line: CAKI-1. Synergy scores: CSS=24.0, Synergy_ZIP=-0.453, Synergy_Bliss=0.538, Synergy_Loewe=-5.48, Synergy_HSA=0.198. (4) Drug 1: C1CCC(C1)C(CC#N)N2C=C(C=N2)C3=C4C=CNC4=NC=N3. Drug 2: CCCS(=O)(=O)NC1=C(C(=C(C=C1)F)C(=O)C2=CNC3=C2C=C(C=N3)C4=CC=C(C=C4)Cl)F. Cell line: TK-10. Synergy scores: CSS=13.9, Synergy_ZIP=-3.79, Synergy_Bliss=-3.73, Synergy_Loewe=-3.36, Synergy_HSA=-3.34. (5) Drug 1: C1CC(C1)(C(=O)O)C(=O)O.[NH2-].[NH2-].[Pt+2]. Drug 2: CC1=C(C=C(C=C1)C(=O)NC2=CC(=CC(=C2)C(F)(F)F)N3C=C(N=C3)C)NC4=NC=CC(=N4)C5=CN=CC=C5. Cell line: OVCAR-4. Synergy scores: CSS=-1.31, Synergy_ZIP=-1.19, Synergy_Bliss=-1.93, Synergy_Loewe=-4.37, Synergy_HSA=-3.69.